This data is from Full USPTO retrosynthesis dataset with 1.9M reactions from patents (1976-2016). The task is: Predict the reactants needed to synthesize the given product. (1) Given the product [Cl:11][C:12]1[CH:20]=[C:19]2[C:15]([CH2:16][CH2:17][N:18]2[C:2]2[C:3]3[CH:10]=[CH:9][NH:8][C:4]=3[N:5]=[CH:6][N:7]=2)=[CH:14][CH:13]=1, predict the reactants needed to synthesize it. The reactants are: Cl[C:2]1[C:3]2[CH:10]=[CH:9][NH:8][C:4]=2[N:5]=[CH:6][N:7]=1.[Cl:11][C:12]1[CH:20]=[C:19]2[C:15]([CH2:16][CH2:17][N:18]2N)=[CH:14][CH:13]=1. (2) Given the product [Cl:31][C:19]1[C:20]([C:22]2[C:30]3[C:25](=[CH:26][CH:27]=[CH:28][CH:29]=3)[NH:24][CH:23]=2)=[N:21][C:16]([NH:15][C@@H:11]2[CH2:12][CH2:13][CH2:14][C@H:9]([NH:8][C:6](=[O:7])[C:5]3[CH:32]=[CH:33][C:2]([NH:1][C:48](=[O:49])/[CH:47]=[CH:43]/[CH2:41][N:37]([CH3:36])[CH3:38])=[CH:3][C:4]=3[F:34])[CH2:10]2)=[N:17][CH:18]=1, predict the reactants needed to synthesize it. The reactants are: [NH2:1][C:2]1[CH:33]=[CH:32][C:5]([C:6]([NH:8][C@H:9]2[CH2:14][CH2:13][CH2:12][C@@H:11]([NH:15][C:16]3[N:21]=[C:20]([C:22]4[C:30]5[C:25](=[CH:26][CH:27]=[CH:28][CH:29]=5)[NH:24][CH:23]=4)[C:19]([Cl:31])=[CH:18][N:17]=3)[CH2:10]2)=[O:7])=[C:4]([F:34])[CH:3]=1.C[CH2:36][N:37]([CH:41]([CH3:43])C)[CH:38](C)C.BrC/C=[CH:47]/[C:48](Cl)=[O:49].C(Cl)Cl.CNC.C1COCC1. (3) Given the product [CH:22]([C@:25]1([C:31]([N:33]2[CH2:34][CH2:35][N:36]([C:39]3[CH:40]=[N:41][CH:42]=[C:3]([C:2]([F:7])([F:6])[F:1])[CH:44]=3)[CH2:37][CH2:38]2)=[O:32])[CH2:29][CH2:28][C@@H:27]([NH:30][CH:55]2[CH2:54][CH2:53][O:52][CH2:51][CH:50]2[CH3:49])[CH2:26]1)([CH3:24])[CH3:23], predict the reactants needed to synthesize it. The reactants are: [F:1][C:2]([F:7])([F:6])[C:3](O)=O.FC(F)(F)C(O)=O.FC(F)(F)C(O)=O.[CH:22]([C@:25]1([C:31]([N:33]2[CH2:38][CH2:37][N:36]([C:39]3[CH:40]=[N:41][CH:42]=C(C(F)(F)F)[CH:44]=3)[CH2:35][CH2:34]2)=[O:32])[CH2:29][CH2:28][C@@H:27]([NH2:30])[CH2:26]1)([CH3:24])[CH3:23].[CH3:49][CH:50]1[C:55](=O)[CH2:54][CH2:53][O:52][CH2:51]1.C(N(CC)CC)C.C(O[BH-](OC(=O)C)OC(=O)C)(=O)C.[Na+]. (4) The reactants are: [C:1]([C:3]1[C@@:7]2([CH3:22])[CH2:8][CH2:9][C@H:10]3[C@H:19]([C@@H:6]2[CH2:5][CH:4]=1)[CH2:18][CH:17]=[C:16]1[C@:11]3([CH3:21])[CH2:12][CH2:13][C:14](=[O:20])[NH:15]1)#[CH:2].[Si]([N:27]=[N+:28]=[N-:29])(C)(C)C.C(OCC)(=O)C.O. Given the product [CH3:21][C@@:11]12[C@H:10]3[CH2:9][CH2:8][C@@:7]4([CH3:22])[C@H:6]([C@@H:19]3[CH2:18][CH:17]=[C:16]1[NH:15][C:14](=[O:20])[CH2:13][CH2:12]2)[CH2:5][CH:4]=[C:3]4[C:1]1[N:27]=[N:28][NH:29][CH:2]=1, predict the reactants needed to synthesize it. (5) Given the product [C:18]([O:17][C:14]1[CH:15]=[CH:16][C:11]([CH2:10][O:9][C:7](=[O:8])[NH:6][CH2:5][CH2:4][CH2:23][CH2:24][CH2:25][CH2:26][CH2:27][CH2:28][CH2:29][CH2:30][CH2:31][CH3:32])=[CH:12][C:13]=1[O:21][CH3:22])(=[O:20])[CH3:19], predict the reactants needed to synthesize it. The reactants are: S=C1[N:6]([C:7]([O:9][CH2:10][C:11]2[CH:16]=[CH:15][C:14]([O:17][C:18](=[O:20])[CH3:19])=[C:13]([O:21][CH3:22])[CH:12]=2)=[O:8])[CH2:5][CH2:4]S1.[CH2:23](N)[CH2:24][CH2:25][CH2:26][CH2:27][CH2:28][CH2:29][CH2:30][CH2:31][CH2:32]CC.C(N(CC)CC)C. (6) Given the product [CH:1]1([C:4]2[C:9]3[O:10][CH:11]([CH3:15])[C:12](=[O:14])[NH:13][C:8]=3[CH:7]=[C:6]([CH2:16][N:21]3[CH2:20][CH2:19][N:18]([C:24]4[CH:25]=[CH:26][C:27]([C:28]#[N:29])=[CH:30][CH:31]=4)[CH2:23][CH2:22]3)[CH:5]=2)[CH2:2][CH2:3]1, predict the reactants needed to synthesize it. The reactants are: [CH:1]1([C:4]2[C:9]3[O:10][CH:11]([CH3:15])[C:12](=[O:14])[NH:13][C:8]=3[CH:7]=[C:6]([CH:16]=O)[CH:5]=2)[CH2:3][CH2:2]1.[N:18]1([C:24]2[CH:31]=[CH:30][C:27]([C:28]#[N:29])=[CH:26][CH:25]=2)[CH2:23][CH2:22][NH:21][CH2:20][CH2:19]1.